Dataset: NCI-60 drug combinations with 297,098 pairs across 59 cell lines. Task: Regression. Given two drug SMILES strings and cell line genomic features, predict the synergy score measuring deviation from expected non-interaction effect. (1) Drug 1: CCC1=C2CN3C(=CC4=C(C3=O)COC(=O)C4(CC)O)C2=NC5=C1C=C(C=C5)O. Cell line: NCI-H226. Synergy scores: CSS=7.11, Synergy_ZIP=-4.65, Synergy_Bliss=-0.0511, Synergy_Loewe=-5.65, Synergy_HSA=0.910. Drug 2: CN(CCCl)CCCl.Cl. (2) Drug 1: C1=CC(=C2C(=C1NCCNCCO)C(=O)C3=C(C=CC(=C3C2=O)O)O)NCCNCCO. Drug 2: C1CCC(CC1)NC(=O)N(CCCl)N=O. Cell line: MDA-MB-231. Synergy scores: CSS=21.9, Synergy_ZIP=-13.6, Synergy_Bliss=-12.4, Synergy_Loewe=-16.4, Synergy_HSA=-7.70.